Dataset: NCI-60 drug combinations with 297,098 pairs across 59 cell lines. Task: Regression. Given two drug SMILES strings and cell line genomic features, predict the synergy score measuring deviation from expected non-interaction effect. (1) Drug 1: CC(CN1CC(=O)NC(=O)C1)N2CC(=O)NC(=O)C2. Drug 2: CC1=C(C(=CC=C1)Cl)NC(=O)C2=CN=C(S2)NC3=CC(=NC(=N3)C)N4CCN(CC4)CCO. Cell line: SF-268. Synergy scores: CSS=9.80, Synergy_ZIP=2.28, Synergy_Bliss=7.39, Synergy_Loewe=-0.0707, Synergy_HSA=2.62. (2) Drug 1: CNC(=O)C1=CC=CC=C1SC2=CC3=C(C=C2)C(=NN3)C=CC4=CC=CC=N4. Drug 2: CC1C(C(CC(O1)OC2CC(CC3=C2C(=C4C(=C3O)C(=O)C5=C(C4=O)C(=CC=C5)OC)O)(C(=O)C)O)N)O.Cl. Cell line: HCT-15. Synergy scores: CSS=8.92, Synergy_ZIP=-3.25, Synergy_Bliss=0.641, Synergy_Loewe=-3.74, Synergy_HSA=-1.54. (3) Drug 1: CC(C)CN1C=NC2=C1C3=CC=CC=C3N=C2N. Drug 2: B(C(CC(C)C)NC(=O)C(CC1=CC=CC=C1)NC(=O)C2=NC=CN=C2)(O)O. Cell line: NCI-H322M. Synergy scores: CSS=11.9, Synergy_ZIP=-6.20, Synergy_Bliss=2.69, Synergy_Loewe=-1.90, Synergy_HSA=-1.55. (4) Drug 1: CC12CCC(CC1=CCC3C2CCC4(C3CC=C4C5=CN=CC=C5)C)O. Drug 2: CC1C(C(CC(O1)OC2CC(CC3=C2C(=C4C(=C3O)C(=O)C5=C(C4=O)C(=CC=C5)OC)O)(C(=O)C)O)N)O.Cl. Cell line: A549. Synergy scores: CSS=25.9, Synergy_ZIP=3.40, Synergy_Bliss=6.80, Synergy_Loewe=-10.1, Synergy_HSA=6.06.